Dataset: Full USPTO retrosynthesis dataset with 1.9M reactions from patents (1976-2016). Task: Predict the reactants needed to synthesize the given product. (1) Given the product [CH2:8]([O:15][P:16]([O:26][CH2:27][CH2:28][O:29][CH2:30][CH2:31][O:32][CH2:33][C:34]([CH3:43])([CH3:42])[C:35]([OH:37])=[O:36])([O:18][CH2:19][C:20]1[CH:25]=[CH:24][CH:23]=[CH:22][CH:21]=1)=[O:17])[C:9]1[CH:10]=[CH:11][CH:12]=[CH:13][CH:14]=1, predict the reactants needed to synthesize it. The reactants are: C(O)(C(F)(F)F)=O.[CH2:8]([O:15][P:16]([O:26][CH2:27][CH2:28][O:29][CH2:30][CH2:31][O:32][CH2:33][C:34]([CH3:43])([CH3:42])[C:35]([O:37]C(C)(C)C)=[O:36])([O:18][CH2:19][C:20]1[CH:25]=[CH:24][CH:23]=[CH:22][CH:21]=1)=[O:17])[C:9]1[CH:14]=[CH:13][CH:12]=[CH:11][CH:10]=1. (2) The reactants are: [CH2:1]([O:19][CH:20]1[CH:25]([O:26][CH2:27][CH2:28][CH2:29][CH2:30][CH2:31][CH2:32][CH2:33][CH2:34][CH2:35][CH2:36][CH2:37][CH2:38][CH2:39][CH2:40][CH2:41][CH2:42][CH2:43][CH3:44])[CH:24]([O:45][CH2:46][CH2:47][CH2:48][CH2:49][CH2:50][CH2:51][CH2:52][CH2:53][CH2:54][CH2:55][CH2:56][CH2:57][CH2:58][CH2:59][CH2:60][CH2:61][CH2:62][CH3:63])[CH2:23][CH:22]([CH2:64][OH:65])[CH2:21]1)[CH2:2][CH2:3][CH2:4][CH2:5][CH2:6][CH2:7][CH2:8][CH2:9][CH2:10][CH2:11][CH2:12][CH2:13][CH2:14][CH2:15][CH2:16][CH2:17][CH3:18].O[C:67]1[CH:74]=[CH:73][C:70]([CH:71]=[O:72])=[CH:69][CH:68]=1.C1(P(C2C=CC=CC=2)C2C=CC=CC=2)C=CC=CC=1. Given the product [CH2:1]([O:19][CH:20]1[CH:25]([O:26][CH2:27][CH2:28][CH2:29][CH2:30][CH2:31][CH2:32][CH2:33][CH2:34][CH2:35][CH2:36][CH2:37][CH2:38][CH2:39][CH2:40][CH2:41][CH2:42][CH2:43][CH3:44])[CH:24]([O:45][CH2:46][CH2:47][CH2:48][CH2:49][CH2:50][CH2:51][CH2:52][CH2:53][CH2:54][CH2:55][CH2:56][CH2:57][CH2:58][CH2:59][CH2:60][CH2:61][CH2:62][CH3:63])[CH2:23][CH:22]([CH2:64][O:65][C:67]2[CH:74]=[CH:73][C:70]([CH:71]=[O:72])=[CH:69][CH:68]=2)[CH2:21]1)[CH2:2][CH2:3][CH2:4][CH2:5][CH2:6][CH2:7][CH2:8][CH2:9][CH2:10][CH2:11][CH2:12][CH2:13][CH2:14][CH2:15][CH2:16][CH2:17][CH3:18], predict the reactants needed to synthesize it. (3) Given the product [F:1][C:2]1[CH:31]=[CH:30][CH:29]=[C:28]([F:32])[C:3]=1[CH2:4][O:5][C:6]1[CH:7]=[CH:8][C:9]([CH3:27])=[C:10]([N:12]2[CH2:21][C:20]3[C:15](=[CH:16][C:17]([C:22]4[NH:23][C:49](=[O:50])[O:25][N:24]=4)=[CH:18][CH:19]=3)[NH:14][C:13]2=[O:26])[CH:11]=1, predict the reactants needed to synthesize it. The reactants are: [F:1][C:2]1[CH:31]=[CH:30][CH:29]=[C:28]([F:32])[C:3]=1[CH2:4][O:5][C:6]1[CH:7]=[CH:8][C:9]([CH3:27])=[C:10]([N:12]2[CH2:21][C:20]3[C:15](=[CH:16][C:17]([C:22](=[N:24][OH:25])[NH2:23])=[CH:18][CH:19]=3)[NH:14][C:13]2=[O:26])[CH:11]=1.C1CCN2C(=NCCC2)CC1.C1N=CN([C:49](N2C=NC=C2)=[O:50])C=1.Cl. (4) Given the product [Br:22][CH2:12][C:8]1[CH:9]=[C:10]2[C:5](=[CH:6][C:7]=1[O:13][CH3:14])[N:4]([C:15]([O:17][C:18]([CH3:21])([CH3:20])[CH3:19])=[O:16])[C:3]([C:1]#[N:2])=[CH:11]2, predict the reactants needed to synthesize it. The reactants are: [C:1]([C:3]1[N:4]([C:15]([O:17][C:18]([CH3:21])([CH3:20])[CH3:19])=[O:16])[C:5]2[C:10]([CH:11]=1)=[CH:9][C:8]([CH3:12])=[C:7]([O:13][CH3:14])[CH:6]=2)#[N:2].[Br:22]N1C(=O)CCC1=O.CC(N=NC(C#N)(C)C)(C#N)C. (5) Given the product [F:3][C:4]1[CH:10]=[CH:9][C:7]([NH:8][CH3:16])=[C:6]([I:11])[CH:5]=1, predict the reactants needed to synthesize it. The reactants are: C[Li].[F:3][C:4]1[CH:10]=[CH:9][C:7]([NH2:8])=[C:6]([I:11])[CH:5]=1.S(OC)(O[CH3:16])(=O)=O.O. (6) Given the product [CH2:11]([C:9]1[N:8]([C:13]2[CH:18]=[CH:17][C:16]([CH2:19][CH2:20][NH:21][C:22]([NH:24][S:25]([C:28]3[CH:33]=[CH:32][C:31]([CH3:34])=[CH:30][CH:29]=3)(=[O:27])=[O:26])=[O:23])=[CH:15][CH:14]=2)[C:7]2[CH:35]=[C:3]([C:1]([NH2:2])=[O:36])[CH:4]=[CH:5][C:6]=2[N:10]=1)[CH3:12], predict the reactants needed to synthesize it. The reactants are: [C:1]([C:3]1[CH:4]=[CH:5][C:6]2[N:10]=[C:9]([CH2:11][CH3:12])[N:8]([C:13]3[CH:18]=[CH:17][C:16]([CH2:19][CH2:20][NH:21][C:22]([NH:24][S:25]([C:28]4[CH:33]=[CH:32][C:31]([CH3:34])=[CH:30][CH:29]=4)(=[O:27])=[O:26])=[O:23])=[CH:15][CH:14]=3)[C:7]=2[CH:35]=1)#[N:2].[OH-:36].[K+]. (7) The reactants are: [CH3:1][N:2]1[C:10]2[C:5](=[C:6]([NH2:11])[CH:7]=[CH:8][CH:9]=2)[CH:4]=[N:3]1.[CH:12]([O:15][C:16]1[CH:21]=[CH:20][C:19]([S:22]([NH2:25])(=[O:24])=[O:23])=[CH:18][C:17]=1[N:26]=[C:27]=[S:28])([CH3:14])[CH3:13].CS(C1C=CC(OC)=C(NC(NC2C=CC=C3C=2C=NN3C)=S)C=1)(=O)=O. Given the product [CH:12]([O:15][C:16]1[CH:21]=[CH:20][C:19]([S:22]([NH2:25])(=[O:24])=[O:23])=[CH:18][C:17]=1[NH:26][C:27]([NH:11][C:6]1[CH:7]=[CH:8][CH:9]=[C:10]2[C:5]=1[CH:4]=[N:3][N:2]2[CH3:1])=[S:28])([CH3:14])[CH3:13], predict the reactants needed to synthesize it. (8) Given the product [Br:3][C:4]1[CH:9]=[CH:8][C:7]([C:10]2[NH:11][C:12]3[C:17]([C:18](=[O:20])[C:19]=2[CH2:27][C:24]2[CH:25]=[CH:26][N:21]=[CH:22][CH:23]=2)=[CH:16][CH:15]=[CH:14][CH:13]=3)=[CH:6][CH:5]=1, predict the reactants needed to synthesize it. The reactants are: [OH-].[Na+].[Br:3][C:4]1[CH:9]=[CH:8][C:7]([CH:10]2[CH2:19][C:18](=[O:20])[C:17]3[C:12](=[CH:13][CH:14]=[CH:15][CH:16]=3)[NH:11]2)=[CH:6][CH:5]=1.[N:21]1[CH:26]=[CH:25][C:24]([CH:27]=O)=[CH:23][CH:22]=1. (9) Given the product [NH2:25][C:23]1[S:24][C:4]([C:1](=[O:3])[CH3:2])=[C:5]([C:6]([F:7])([F:8])[F:9])[N:22]=1, predict the reactants needed to synthesize it. The reactants are: [C:1]([CH:4](OS(C1C=CC(C)=CC=1)(=O)=O)[C:5](=O)[C:6]([F:9])([F:8])[F:7])(=[O:3])[CH3:2].[NH2:22][C:23]([NH2:25])=[S:24]. (10) Given the product [CH2:21]([O:28][C:29]1[C:30]([CH3:38])=[C:31]([CH3:37])[C:32]([NH:36][C:16](=[O:17])[C:15]2[CH:19]=[CH:20][C:12]([C:8]([CH3:11])([CH3:10])[CH3:9])=[CH:13][CH:14]=2)=[N:33][C:34]=1[CH3:35])[C:22]1[CH:23]=[CH:24][CH:25]=[CH:26][CH:27]=1, predict the reactants needed to synthesize it. The reactants are: C(N(CC)CC)C.[C:8]([C:12]1[CH:20]=[CH:19][C:15]([C:16](Cl)=[O:17])=[CH:14][CH:13]=1)([CH3:11])([CH3:10])[CH3:9].[CH2:21]([O:28][C:29]1[C:30]([CH3:38])=[C:31]([CH3:37])[C:32]([NH2:36])=[N:33][C:34]=1[CH3:35])[C:22]1[CH:27]=[CH:26][CH:25]=[CH:24][CH:23]=1.